This data is from NCI-60 drug combinations with 297,098 pairs across 59 cell lines. The task is: Regression. Given two drug SMILES strings and cell line genomic features, predict the synergy score measuring deviation from expected non-interaction effect. (1) Drug 1: CC12CCC(CC1=CCC3C2CCC4(C3CC=C4C5=CN=CC=C5)C)O. Drug 2: C1=NC2=C(N=C(N=C2N1C3C(C(C(O3)CO)O)O)F)N. Cell line: NCI/ADR-RES. Synergy scores: CSS=29.1, Synergy_ZIP=-10.1, Synergy_Bliss=-7.39, Synergy_Loewe=-17.2, Synergy_HSA=-6.56. (2) Drug 1: COC1=C(C=C2C(=C1)N=CN=C2NC3=CC(=C(C=C3)F)Cl)OCCCN4CCOCC4. Drug 2: CN(C)N=NC1=C(NC=N1)C(=O)N. Cell line: OVCAR3. Synergy scores: CSS=38.1, Synergy_ZIP=3.41, Synergy_Bliss=4.52, Synergy_Loewe=-8.53, Synergy_HSA=6.59. (3) Drug 1: CNC(=O)C1=CC=CC=C1SC2=CC3=C(C=C2)C(=NN3)C=CC4=CC=CC=N4. Drug 2: CC1=CC2C(CCC3(C2CCC3(C(=O)C)OC(=O)C)C)C4(C1=CC(=O)CC4)C. Cell line: TK-10. Synergy scores: CSS=-4.53, Synergy_ZIP=1.79, Synergy_Bliss=-1.29, Synergy_Loewe=-8.53, Synergy_HSA=-5.79. (4) Drug 1: CCC1=C2CN3C(=CC4=C(C3=O)COC(=O)C4(CC)O)C2=NC5=C1C=C(C=C5)O. Drug 2: B(C(CC(C)C)NC(=O)C(CC1=CC=CC=C1)NC(=O)C2=NC=CN=C2)(O)O. Cell line: DU-145. Synergy scores: CSS=61.2, Synergy_ZIP=1.20, Synergy_Bliss=2.46, Synergy_Loewe=-16.6, Synergy_HSA=1.34. (5) Drug 1: CCC(=C(C1=CC=CC=C1)C2=CC=C(C=C2)OCCN(C)C)C3=CC=CC=C3.C(C(=O)O)C(CC(=O)O)(C(=O)O)O. Drug 2: CCC1(CC2CC(C3=C(CCN(C2)C1)C4=CC=CC=C4N3)(C5=C(C=C6C(=C5)C78CCN9C7C(C=CC9)(C(C(C8N6C)(C(=O)OC)O)OC(=O)C)CC)OC)C(=O)OC)O.OS(=O)(=O)O. Cell line: NCI/ADR-RES. Synergy scores: CSS=-1.81, Synergy_ZIP=3.93, Synergy_Bliss=5.57, Synergy_Loewe=0.641, Synergy_HSA=0.621.